This data is from NCI-60 drug combinations with 297,098 pairs across 59 cell lines. The task is: Regression. Given two drug SMILES strings and cell line genomic features, predict the synergy score measuring deviation from expected non-interaction effect. Drug 1: CC12CCC3C(C1CCC2=O)CC(=C)C4=CC(=O)C=CC34C. Synergy scores: CSS=61.4, Synergy_ZIP=1.45, Synergy_Bliss=-1.09, Synergy_Loewe=-3.80, Synergy_HSA=-2.71. Drug 2: CCN(CC)CCNC(=O)C1=C(NC(=C1C)C=C2C3=C(C=CC(=C3)F)NC2=O)C. Cell line: HL-60(TB).